This data is from Full USPTO retrosynthesis dataset with 1.9M reactions from patents (1976-2016). The task is: Predict the reactants needed to synthesize the given product. (1) Given the product [CH2:1]([NH:3][C:4](=[O:14])[CH:5]([C:7]1[CH:12]=[CH:11][C:10]([C:16]#[C:15][C:17]2[CH:22]=[CH:21][C:20]([O:23][CH3:24])=[CH:19][CH:18]=2)=[CH:9][CH:8]=1)[CH3:6])[CH3:2], predict the reactants needed to synthesize it. The reactants are: [CH2:1]([NH:3][C:4](=[O:14])[CH:5]([C:7]1[CH:12]=[CH:11][C:10](I)=[CH:9][CH:8]=1)[CH3:6])[CH3:2].[C:15]([C:17]1[CH:22]=[CH:21][C:20]([O:23][CH3:24])=[CH:19][CH:18]=1)#[CH:16]. (2) Given the product [F:1][C:2]1[CH:3]=[C:4]([C:12]2[O:16][N:15]=[C:14]([CH2:17][OH:18])[CH:13]=2)[CH:5]=[CH:6][C:7]=1[C:8]([F:10])([F:9])[F:11], predict the reactants needed to synthesize it. The reactants are: [F:1][C:2]1[CH:3]=[C:4]([C:12]2[O:16][N:15]=[C:14]([C:17](OCC)=[O:18])[CH:13]=2)[CH:5]=[CH:6][C:7]=1[C:8]([F:11])([F:10])[F:9].[H-].[Al+3].[Li+].[H-].[H-].[H-]. (3) Given the product [CH2:1]([O:3][C:4](=[O:29])[CH2:5][C:6]1[CH:11]=[CH:10][C:9]([O:12][CH3:13])=[C:8]([O:14][C:15]2[CH:20]=[CH:19][C:18]([NH:21][C:35](=[O:36])[C:34]3[CH:38]=[CH:39][C:31]([Cl:30])=[CH:32][CH:33]=3)=[CH:17][C:16]=2[CH2:22][N:23]([C:26](=[O:28])[CH3:27])[CH2:24][CH3:25])[CH:7]=1)[CH3:2], predict the reactants needed to synthesize it. The reactants are: [CH2:1]([O:3][C:4](=[O:29])[CH2:5][C:6]1[CH:11]=[CH:10][C:9]([O:12][CH3:13])=[C:8]([O:14][C:15]2[CH:20]=[CH:19][C:18]([NH2:21])=[CH:17][C:16]=2[CH2:22][N:23]([C:26](=[O:28])[CH3:27])[CH2:24][CH3:25])[CH:7]=1)[CH3:2].[Cl:30][C:31]1[CH:39]=[CH:38][C:34]([C:35](Cl)=[O:36])=[CH:33][CH:32]=1. (4) Given the product [CH3:3][O:4][C:5]1[CH:10]=[CH:9][CH:8]=[CH:7][C:6]=1[C:11]1[CH:12]=[C:13]2[C:18](=[CH:19][CH:20]=1)[NH:17][C:16]([CH3:22])([CH3:21])[CH:15]=[C:14]2[CH2:23][N:24]([CH3:33])[C:25](=[O:32])[C:26]1[CH:31]=[CH:30][CH:29]=[CH:28][CH:27]=1, predict the reactants needed to synthesize it. The reactants are: [H-].[Na+].[CH3:3][O:4][C:5]1[CH:10]=[CH:9][CH:8]=[CH:7][C:6]=1[C:11]1[CH:12]=[C:13]2[C:18](=[CH:19][CH:20]=1)[NH:17][C:16]([CH3:22])([CH3:21])[CH:15]=[C:14]2[CH2:23][NH:24][C:25](=[O:32])[C:26]1[CH:31]=[CH:30][CH:29]=[CH:28][CH:27]=1.[CH3:33]I.